This data is from Catalyst prediction with 721,799 reactions and 888 catalyst types from USPTO. The task is: Predict which catalyst facilitates the given reaction. (1) Reactant: [CH3:1][S:2](Cl)(=[O:4])=[O:3].C(N([CH2:11][CH3:12])CC)C.[F:13][C:14]1[C:15]([C:28]2[N:29](C(C)C)[C:30]([CH3:33])=[N:31][CH:32]=2)=[N:16][C:17]([NH:20][CH:21]2[CH2:27][CH2:26][CH2:25][CH2:24][NH:23][CH2:22]2)=[N:18][CH:19]=1.[CH2:37](Cl)Cl. Product: [F:13][C:14]1[C:15]([C:28]2[N:29]=[C:30]([CH3:33])[N:31]([CH:11]([CH3:12])[CH3:37])[CH:32]=2)=[N:16][C:17]([NH:20][CH:21]2[CH2:27][CH2:26][CH2:25][CH2:24][N:23]([S:2]([CH3:1])(=[O:4])=[O:3])[CH2:22]2)=[N:18][CH:19]=1. The catalyst class is: 5. (2) Reactant: [CH2:1]([O:3][C:4]1[CH:5]=[C:6]([C:13]([O:21]C)(OC)[CH2:14][CH2:15][C:16]([O-:18])=O)[CH:7]=[CH:8][C:9]=1[O:10][CH2:11][CH3:12])[CH3:2].[K+].ClC1C=C(Cl)C=C(Cl)C=1C(Cl)=O.[N:36]1[CH:41]=[CH:40][CH:39]=[CH:38][C:37]=1[C:42]1[C:51]2[C:46](=[CH:47][CH:48]=[CH:49][CH:50]=2)[N:45]=[C:44]([NH2:52])[CH:43]=1.Cl. Product: [CH2:1]([O:3][C:4]1[CH:5]=[C:6]([C:13](=[O:21])[CH2:14][CH2:15][C:16]([NH:52][C:44]2[CH:43]=[C:42]([C:37]3[CH:38]=[CH:39][CH:40]=[CH:41][N:36]=3)[C:51]3[C:46](=[CH:47][CH:48]=[CH:49][CH:50]=3)[N:45]=2)=[O:18])[CH:7]=[CH:8][C:9]=1[O:10][CH2:11][CH3:12])[CH3:2]. The catalyst class is: 531. (3) Reactant: [Br-].[CH2:2]([N+:9]1[C:18]2[C:13](=[CH:14][CH:15]=[CH:16][CH:17]=2)[C:12]([CH:19]2[CH2:22][CH2:21][CH2:20]2)=[CH:11][CH:10]=1)[C:3]1[CH:8]=[CH:7][CH:6]=[CH:5][CH:4]=1.[BH4-].[Na+]. Product: [CH2:2]([N:9]1[C:18]2[C:13](=[CH:14][CH:15]=[CH:16][CH:17]=2)[CH:12]([CH:19]2[CH2:20][CH2:21][CH2:22]2)[CH2:11][CH2:10]1)[C:3]1[CH:4]=[CH:5][CH:6]=[CH:7][CH:8]=1. The catalyst class is: 94. (4) Reactant: [F:1][C:2]1[CH:10]=[CH:9][C:5]([CH2:6][Mg]Cl)=[CH:4][CH:3]=1.[CH3:11][C:12]([O:15][C:16]([N:18]1[CH2:23][CH2:22][C:21](=[O:24])[CH2:20][CH2:19]1)=[O:17])([CH3:14])[CH3:13]. Product: [CH3:14][C:12]([O:15][C:16]([N:18]1[CH2:23][CH2:22][C:21]([CH2:6][C:5]2[CH:9]=[CH:10][C:2]([F:1])=[CH:3][CH:4]=2)([OH:24])[CH2:20][CH2:19]1)=[O:17])([CH3:11])[CH3:13]. The catalyst class is: 7. (5) Reactant: C([SiH](CC)CC)C.[CH3:8][O:9][C:10](=[O:24])[C:11]([C:13]1[C:21]2[C:16](=[N:17][C:18]([Cl:22])=[CH:19][CH:20]=2)[NH:15][C:14]=1[CH3:23])=O. Product: [CH3:8][O:9][C:10](=[O:24])[CH2:11][C:13]1[C:21]2[C:16](=[N:17][C:18]([Cl:22])=[CH:19][CH:20]=2)[NH:15][C:14]=1[CH3:23]. The catalyst class is: 67. (6) Reactant: [NH2:1][C@@H:2]([C:6]1[CH:11]=[CH:10][C:9]([O:12][CH3:13])=[C:8]([O:14][CH2:15][CH3:16])[CH:7]=1)[CH2:3][CH2:4][OH:5].C[O:18][C:19](=O)[C:20]1[C:25]([NH:26][C:27]([CH:29]2[CH2:31][CH2:30]2)=[O:28])=[CH:24][CH:23]=[CH:22][C:21]=1[CH2:32]Br.C(N(CC)CC)C.CCCCCC. Product: [CH2:15]([O:14][C:8]1[CH:7]=[C:6]([C@H:2]([N:1]2[C:19](=[O:18])[C:20]3[C:21](=[CH:22][CH:23]=[CH:24][C:25]=3[NH:26][C:27]([CH:29]3[CH2:31][CH2:30]3)=[O:28])[CH2:32]2)[CH2:3][CH2:4][OH:5])[CH:11]=[CH:10][C:9]=1[O:12][CH3:13])[CH3:16]. The catalyst class is: 215. (7) Product: [OH:58][CH2:57][CH2:56][O:55][CH2:54][CH2:53][NH:52][CH2:8][CH2:9][CH2:10][CH2:11][CH2:12][O:13][C:14]1[CH:19]=[CH:18][C:17]([C:20]2[C:21]([CH3:51])=[C:22]([C:29]([C:31]3[CH:40]=[C:39]4[C:34]([C:35](=[O:50])[N:36]([CH2:42][C:43]([O:45][C:46]([CH3:49])([CH3:48])[CH3:47])=[O:44])[C:37](=[O:41])[NH:38]4)=[CH:33][CH:32]=3)=[O:30])[N:23]3[C:28]=2[CH:27]=[CH:26][CH:25]=[CH:24]3)=[CH:16][CH:15]=1. The catalyst class is: 3. Reactant: C(=O)([O-])[O-].[K+].[K+].I[CH2:8][CH2:9][CH2:10][CH2:11][CH2:12][O:13][C:14]1[CH:19]=[CH:18][C:17]([C:20]2[C:21]([CH3:51])=[C:22]([C:29]([C:31]3[CH:40]=[C:39]4[C:34]([C:35](=[O:50])[N:36]([CH2:42][C:43]([O:45][C:46]([CH3:49])([CH3:48])[CH3:47])=[O:44])[C:37](=[O:41])[NH:38]4)=[CH:33][CH:32]=3)=[O:30])[N:23]3[C:28]=2[CH:27]=[CH:26][CH:25]=[CH:24]3)=[CH:16][CH:15]=1.[NH2:52][CH2:53][CH2:54][O:55][CH2:56][CH2:57][OH:58].OS([O-])(=O)=O.[K+].